This data is from Full USPTO retrosynthesis dataset with 1.9M reactions from patents (1976-2016). The task is: Predict the reactants needed to synthesize the given product. (1) Given the product [F:16][C:14]1([F:17])[CH2:15][CH:13]1[CH2:12][N:6]1[C:5]2[CH:18]=[CH:19][C:2]([C:22]3[CH:23]=[C:24]([CH:25]=[CH:26][C:21]=3[F:20])[C:27]([O:29][CH3:30])=[O:28])=[CH:3][C:4]=2[N:8]([CH3:9])[S:7]1(=[O:11])=[O:10], predict the reactants needed to synthesize it. The reactants are: Br[C:2]1[CH:19]=[CH:18][C:5]2[N:6]([CH2:12][CH:13]3[CH2:15][C:14]3([F:17])[F:16])[S:7](=[O:11])(=[O:10])[N:8]([CH3:9])[C:4]=2[CH:3]=1.[F:20][C:21]1[CH:26]=[CH:25][C:24]([C:27]([O:29][CH3:30])=[O:28])=[CH:23][C:22]=1B(O)O.C(=O)([O-])[O-].[Cs+].[Cs+]. (2) Given the product [Cl:1][C:2]1[CH:37]=[CH:36][C:35]([CH2:38][CH2:39][CH2:40][O:41][CH3:42])=[CH:34][C:3]=1[CH2:4][N:5]([CH:31]1[CH2:32][CH2:33]1)[C:6]([CH:8]1[C:13]([C:16]2[CH:21]=[CH:20][C:19]([F:22])=[C:18]([F:23])[CH:17]=2)([O:14][CH3:15])[CH2:12][CH2:11][NH:10][CH2:9]1)=[O:7], predict the reactants needed to synthesize it. The reactants are: [Cl:1][C:2]1[CH:37]=[CH:36][C:35]([CH2:38][CH2:39][CH2:40][O:41][CH3:42])=[CH:34][C:3]=1[CH2:4][N:5]([CH:31]1[CH2:33][CH2:32]1)[C:6]([C@@H:8]1[C@:13]([C:16]2[CH:21]=[CH:20][C:19]([F:22])=[C:18]([F:23])[CH:17]=2)([O:14][CH3:15])[CH2:12][CH2:11][N:10](C(OC(C)(C)C)=O)[CH2:9]1)=[O:7].Cl. (3) Given the product [CH2:34]([O:36][C:19]1[CH:20]=[C:15]2[C:16](=[CH:17][CH:18]=1)[C@@H:24]([OH:26])[CH2:13][CH2:14]2)[C:33]1[CH:32]=[CH:15][CH:14]=[CH:13][CH:24]=1, predict the reactants needed to synthesize it. The reactants are: C1C=CC(CC(NCN[C@H:13]([C:24]([OH:26])=O)[CH2:14][C:15]2[CH:20]=[CH:19][C:18]([N+]([O-])=O)=[CH:17][CH:16]=2)=O)=CC=1.C(N([CH2:32][CH3:33])CC)C.[CH:34]([OH:36])=O. (4) The reactants are: [CH3:1][O:2][C:3]([C:5]1[CH:14]=[C:13]2[C:8]([CH:9]=[CH:10][NH:11][C:12]2=[O:15])=[CH:7][CH:6]=1)=[O:4].[C:16]([O:20][C:21](=[O:30])[C:22]1[CH:27]=[CH:26][C:25]([CH2:28]Br)=[CH:24][CH:23]=1)([CH3:19])([CH3:18])[CH3:17]. Given the product [CH3:1][O:2][C:3]([C:5]1[CH:14]=[C:13]2[C:8]([CH:9]=[CH:10][N:11]([CH2:28][C:25]3[CH:24]=[CH:23][C:22]([C:21]([O:20][C:16]([CH3:19])([CH3:18])[CH3:17])=[O:30])=[CH:27][CH:26]=3)[C:12]2=[O:15])=[CH:7][CH:6]=1)=[O:4], predict the reactants needed to synthesize it. (5) Given the product [CH3:1][O:2][C:3]([C:5]1[CH:6]=[N:7][C:8]2[C:13]([C:14]=1[O:15][CH3:16])=[CH:12][C:11](/[CH:17]=[C:31]1/[C:32](=[O:34])[N:33]=[C:29]([NH:28][C@H:21]([C:22]3[CH:23]=[CH:24][CH:25]=[CH:26][CH:27]=3)[CH2:20][OH:19])[S:30]/1)=[CH:10][CH:9]=2)=[O:4], predict the reactants needed to synthesize it. The reactants are: [CH3:1][O:2][C:3]([C:5]1[CH:6]=[N:7][C:8]2[C:13]([C:14]=1[O:15][CH3:16])=[CH:12][C:11]([CH:17]=O)=[CH:10][CH:9]=2)=[O:4].[OH:19][CH2:20][C@H:21]([NH:28][C:29]1[S:30][CH2:31][C:32](=[O:34])[N:33]=1)[C:22]1[CH:27]=[CH:26][CH:25]=[CH:24][CH:23]=1. (6) Given the product [C:17]([O:23][CH2:24][N:9]1[C:8](=[O:11])[N:7]([CH3:12])[C:6]2[C:5](=[O:13])[NH:4][C:3](=[O:14])[N:2]([CH3:1])[C:10]1=2)(=[O:22])[C:18]([CH3:21])([CH3:20])[CH3:19], predict the reactants needed to synthesize it. The reactants are: [CH3:1][N:2]1[C:10]2[NH:9][C:8](=[O:11])[N:7]([CH3:12])[C:6]=2[C:5](=[O:13])[NH:4][C:3]1=[O:14].[H-].[Na+].[C:17]([O:23][CH2:24]Cl)(=[O:22])[C:18]([CH3:21])([CH3:20])[CH3:19].O. (7) Given the product [C:25]([C:27]1[CH:46]=[C:45]([C:2]2[N:10]=[CH:9][N:8]=[C:7]3[C:3]=2[N:4]=[C:5]([C:11]2[CH:16]=[CH:15][C:14]([O:17][CH2:18][CH2:19][N:20]4[CH2:24][CH2:23][CH2:22][CH2:21]4)=[CH:13][CH:12]=2)[NH:6]3)[CH:44]=[CH:43][C:28]=1[O:29][CH:30]1[CH2:35][CH2:34][N:33]([C:36]([O:38][C:39]([CH3:42])([CH3:41])[CH3:40])=[O:37])[CH2:32][CH2:31]1)#[N:26], predict the reactants needed to synthesize it. The reactants are: Cl[C:2]1[N:10]=[CH:9][N:8]=[C:7]2[C:3]=1[N:4]=[C:5]([C:11]1[CH:16]=[CH:15][C:14]([O:17][CH2:18][CH2:19][N:20]3[CH2:24][CH2:23][CH2:22][CH2:21]3)=[CH:13][CH:12]=1)[NH:6]2.[C:25]([C:27]1[CH:46]=[C:45](B2OC(C)(C)C(C)(C)O2)[CH:44]=[CH:43][C:28]=1[O:29][CH:30]1[CH2:35][CH2:34][N:33]([C:36]([O:38][C:39]([CH3:42])([CH3:41])[CH3:40])=[O:37])[CH2:32][CH2:31]1)#[N:26].O1C=CC=C1P(C1OC=CC=1)C1OC=CC=1.C([O-])(O)=O.[Na+].